Task: Predict the product of the given reaction.. Dataset: Forward reaction prediction with 1.9M reactions from USPTO patents (1976-2016) (1) Given the reactants C([N:8]([C@@H:31]([CH2:34][C:35]1[CH:40]=[CH:39][C:38]([O:41][C:42]2[C:51]3[C:46](=[CH:47][CH:48]=[C:49]([F:52])[CH:50]=3)[N:45]=[CH:44][CH:43]=2)=[CH:37][CH:36]=1)[CH2:32][OH:33])[CH2:9][C@@H:10]([C:12]1[CH:13]=[CH:14][C:15]([O:23]CC2C=CC=CC=2)=[C:16]([NH:18][S:19]([CH3:22])(=[O:21])=[O:20])[CH:17]=1)[OH:11])C1C=CC=CC=1, predict the reaction product. The product is: [OH:23][C:15]1[CH:14]=[CH:13][C:12]([C@@H:10]([OH:11])[CH2:9][NH:8][C@@H:31]([CH2:34][C:35]2[CH:36]=[CH:37][C:38]([O:41][C:42]3[C:51]4[C:46](=[CH:47][CH:48]=[C:49]([F:52])[CH:50]=4)[N:45]=[CH:44][CH:43]=3)=[CH:39][CH:40]=2)[CH2:32][OH:33])=[CH:17][C:16]=1[NH:18][S:19]([CH3:22])(=[O:21])=[O:20]. (2) Given the reactants C([N-]C(C)C)(C)C.[Li+].[F:9][CH:10](P(=O)(OCC)OCC)[C:11]1[CH:16]=[CH:15][C:14]([N:17]2[CH:21]=[C:20]([CH3:22])[N:19]=[CH:18]2)=[C:13]([O:23][CH3:24])[CH:12]=1.[C:33]([O:38][CH3:39])(=[O:37])[C:34]([CH3:36])=O.O.C(=O)(O)[O-].[Na+], predict the reaction product. The product is: [F:9][C:10]([C:11]1[CH:16]=[CH:15][C:14]([N:17]2[CH:21]=[C:20]([CH3:22])[N:19]=[CH:18]2)=[C:13]([O:23][CH3:24])[CH:12]=1)=[C:34]([CH3:36])[C:33]([O:38][CH3:39])=[O:37]. (3) Given the reactants [CH3:1][O:2][C:3]1[CH:4]=[CH:5][CH:6]=[C:7]2[C:12]=1[N:11]=[C:10](O)[N:9]=[C:8]2[CH3:14].O=P(Cl)(Cl)[Cl:17], predict the reaction product. The product is: [Cl:17][C:10]1[N:9]=[C:8]([CH3:14])[C:7]2[C:12](=[C:3]([O:2][CH3:1])[CH:4]=[CH:5][CH:6]=2)[N:11]=1.